Dataset: Forward reaction prediction with 1.9M reactions from USPTO patents (1976-2016). Task: Predict the product of the given reaction. (1) Given the reactants [CH3:1][N:2]([CH3:28])[CH2:3][CH2:4][O:5][C:6]1[C:14]2[C:9](=[N:10][CH:11]=[C:12]([N+:15]([O-:17])=[O:16])[CH:13]=2)[N:8](S(C2C=CC(C)=CC=2)(=O)=O)[N:7]=1.C(=O)([O-])[O-].[K+].[K+], predict the reaction product. The product is: [CH3:1][N:2]([CH3:28])[CH2:3][CH2:4][O:5][C:6]1[C:14]2[C:9](=[N:10][CH:11]=[C:12]([N+:15]([O-:17])=[O:16])[CH:13]=2)[NH:8][N:7]=1. (2) Given the reactants [CH2:1]([N:3]1[C:7]2=[N:8][C:9]([CH2:28][CH3:29])=[C:10]([CH2:19][NH:20][C:21](=[O:27])[CH2:22][CH2:23][C:24]([OH:26])=O)[C:11]([NH:12][CH:13]3[CH2:18][CH2:17][O:16][CH2:15][CH2:14]3)=[C:6]2[CH:5]=[N:4]1)[CH3:2].[Br:30][C:31]1[CH:32]=[C:33]([CH2:38][NH2:39])[CH:34]=[CH:35][C:36]=1[Cl:37].CN(C(ON1N=NC2C=CC=NC1=2)=[N+](C)C)C.F[P-](F)(F)(F)(F)F.C(N(CC)CC)C, predict the reaction product. The product is: [Br:30][C:31]1[CH:32]=[C:33]([CH2:38][NH:39][C:24](=[O:26])[CH2:23][CH2:22][C:21]([NH:20][CH2:19][C:10]2[C:11]([NH:12][CH:13]3[CH2:14][CH2:15][O:16][CH2:17][CH2:18]3)=[C:6]3[CH:5]=[N:4][N:3]([CH2:1][CH3:2])[C:7]3=[N:8][C:9]=2[CH2:28][CH3:29])=[O:27])[CH:34]=[CH:35][C:36]=1[Cl:37].